The task is: Binary Classification. Given a miRNA mature sequence and a target amino acid sequence, predict their likelihood of interaction.. This data is from Experimentally validated miRNA-target interactions with 360,000+ pairs, plus equal number of negative samples. (1) The miRNA is hsa-miR-539-3p with sequence AUCAUACAAGGACAAUUUCUUU. The protein sequence of the target gene is MGCLWGLALPLFFFCWEVGVSGSSAGPSTRRADTAMTTDDTEVPAMTLAPGHAALETQTLSAETSSRASTPAGPIPEAETRGAKRISPARETRSFTKTSPNFMVLIATSVETSAASGSPEGAGMTTVQTITGSDPREAIFDTLCTDDSSEEAKTLTMDILTLAHTSTEAKGLSSESSASSDSPHPVITPSRASESSASSDGPHPVITPSRASESSASSDGPHPVITPSRASESSASSDGPHPVITPSRASESSASSDGPHPVITPSRASESSASSDGPHPVITPSRASESSASSDGPHPV.... Result: 0 (no interaction). (2) The miRNA is hsa-miR-4294 with sequence GGGAGUCUACAGCAGGG. The protein sequence of the target gene is MEEKLKKTKIIFVVGGPGSGKGTQCEKIVQKYGYTHLSTGDLLRSEVSSGSARGKKLSEIMEKGQLVPLETVLDMLRDAMVAKVNTSKGFLIDGYPREVQQGEEFERRIGQPTLLLYVDAGPETMTQRLLKRGETSGRVDDNEETIKKRLETYYKATEPVIAFYEKRGIVRKVNAEGSVDSVFSQVCTHLDALK. Result: 1 (interaction).